This data is from NCI-60 drug combinations with 297,098 pairs across 59 cell lines. The task is: Regression. Given two drug SMILES strings and cell line genomic features, predict the synergy score measuring deviation from expected non-interaction effect. (1) Drug 1: C1CCC(CC1)NC(=O)N(CCCl)N=O. Synergy scores: CSS=17.2, Synergy_ZIP=7.59, Synergy_Bliss=9.14, Synergy_Loewe=-0.469, Synergy_HSA=7.36. Drug 2: CCCCCOC(=O)NC1=NC(=O)N(C=C1F)C2C(C(C(O2)C)O)O. Cell line: BT-549. (2) Cell line: 786-0. Drug 2: CCC1(CC2CC(C3=C(CCN(C2)C1)C4=CC=CC=C4N3)(C5=C(C=C6C(=C5)C78CCN9C7C(C=CC9)(C(C(C8N6C=O)(C(=O)OC)O)OC(=O)C)CC)OC)C(=O)OC)O.OS(=O)(=O)O. Synergy scores: CSS=25.5, Synergy_ZIP=0.773, Synergy_Bliss=1.17, Synergy_Loewe=-0.422, Synergy_HSA=-0.696. Drug 1: CCC1=CC2CC(C3=C(CN(C2)C1)C4=CC=CC=C4N3)(C5=C(C=C6C(=C5)C78CCN9C7C(C=CC9)(C(C(C8N6C)(C(=O)OC)O)OC(=O)C)CC)OC)C(=O)OC.C(C(C(=O)O)O)(C(=O)O)O. (3) Drug 1: COC1=NC(=NC2=C1N=CN2C3C(C(C(O3)CO)O)O)N. Drug 2: C1CC(=O)NC(=O)C1N2C(=O)C3=CC=CC=C3C2=O. Cell line: SF-268. Synergy scores: CSS=-1.73, Synergy_ZIP=1.08, Synergy_Bliss=1.19, Synergy_Loewe=-1.23, Synergy_HSA=-1.38.